Dataset: Reaction yield outcomes from USPTO patents with 853,638 reactions. Task: Predict the reaction yield, written as a fraction of the theoretical maximum amount of product (1.0 means a 100% yield; for example, 0.34 means a 34% yield). (1) The reactants are C([O:5][C@H:6]1[CH2:10][N:9]([C:11](=[O:19])[CH2:12][C:13]2[O:17][N:16]=[C:15]([CH3:18])[CH:14]=2)[C@H:8]([C:20]([NH:22][CH2:23][C:24]2[CH:29]=[CH:28][C:27]([C:30]3[S:34][CH:33]=[N:32][C:31]=3[CH3:35])=[CH:26][CH:25]=2)=[O:21])[CH2:7]1)(C)(C)C.C(O)(C(F)(F)F)=O. The catalyst is C(Cl)Cl. The product is [OH:5][C@H:6]1[CH2:10][N:9]([C:11](=[O:19])[CH2:12][C:13]2[O:17][N:16]=[C:15]([CH3:18])[CH:14]=2)[C@H:8]([C:20]([NH:22][CH2:23][C:24]2[CH:29]=[CH:28][C:27]([C:30]3[S:34][CH:33]=[N:32][C:31]=3[CH3:35])=[CH:26][CH:25]=2)=[O:21])[CH2:7]1. The yield is 0.560. (2) The reactants are [CH2:1]([O:3][C:4]([C:6]1[O:7][C:8](Br)=[CH:9][CH:10]=1)=[O:5])[CH3:2].[C:12]([C:14]1[CH:19]=[CH:18][CH:17]=[CH:16][C:15]=1[F:20])#[CH:13]. The catalyst is C(N(CC)CC)C.CCOC(C)=O.[Cu]I. The product is [CH2:1]([O:3][C:4]([C:6]1[O:7][C:8]([C:13]#[C:12][C:14]2[CH:19]=[CH:18][CH:17]=[CH:16][C:15]=2[F:20])=[CH:9][CH:10]=1)=[O:5])[CH3:2]. The yield is 0.840. (3) The reactants are O.[OH-].[Li+].O.[F:5][C:6]1[CH:15]=[CH:14][C:13]([O:16][CH2:17][CH2:18][CH3:19])=[C:12]2[C:7]=1[C:8](=[O:37])[C:9]([C:29]1[CH:34]=[CH:33][C:32]([O:35][CH3:36])=[CH:31][CH:30]=1)=[CH:10][N:11]2[CH2:20][CH2:21][S:22][CH2:23][CH2:24][C:25]([O:27]C)=[O:26]. The catalyst is C(#N)C. The product is [F:5][C:6]1[CH:15]=[CH:14][C:13]([O:16][CH2:17][CH2:18][CH3:19])=[C:12]2[C:7]=1[C:8](=[O:37])[C:9]([C:29]1[CH:30]=[CH:31][C:32]([O:35][CH3:36])=[CH:33][CH:34]=1)=[CH:10][N:11]2[CH2:20][CH2:21][S:22][CH2:23][CH2:24][C:25]([OH:27])=[O:26]. The yield is 0.820.